Task: Predict the product of the given reaction.. Dataset: Forward reaction prediction with 1.9M reactions from USPTO patents (1976-2016) (1) Given the reactants C(=O)([O-])[O-].[K+].[K+].[CH2:7](I)[CH2:8][CH3:9].CN(C)C=O.[OH:16][C:17]1[CH:18]=[C:19]([C:25]2[C@H:34]3[C@H:29]([CH2:30][CH:31]=[CH:32][CH2:33]3)[C:28](=[O:35])[N:27]([CH2:36][C:37]3[CH:42]=[CH:41][C:40]([CH2:43][N:44]4[CH2:49][CH2:48][O:47][CH2:46][CH2:45]4)=[CH:39][CH:38]=3)[N:26]=2)[CH:20]=[CH:21][C:22]=1[O:23][CH3:24], predict the reaction product. The product is: [CH3:24][O:23][C:22]1[CH:21]=[CH:20][C:19]([C:25]2[C@H:34]3[C@H:29]([CH2:30][CH:31]=[CH:32][CH2:33]3)[C:28](=[O:35])[N:27]([CH2:36][C:37]3[CH:42]=[CH:41][C:40]([CH2:43][N:44]4[CH2:45][CH2:46][O:47][CH2:48][CH2:49]4)=[CH:39][CH:38]=3)[N:26]=2)=[CH:18][C:17]=1[O:16][CH2:7][CH2:8][CH3:9]. (2) Given the reactants [Si]([O:8][C:9]1[CH:10]=[C:11]([CH:27]=[CH:28][CH:29]=1)[CH:12]([C:14]1[CH:26]=[CH:25][C:17]([C:18]([N:20]([CH2:23][CH3:24])[CH2:21][CH3:22])=[O:19])=[CH:16][CH:15]=1)O)(C(C)(C)C)(C)C.S(Cl)(Cl)=O.[CH3:34][C@H:35]1[CH2:40][NH:39][C@H:38]([CH3:41])[CH2:37][NH:36]1.O.[F-].C([N+](CC)(CC)CC)C, predict the reaction product. The product is: [CH2:23]([N:20]([CH2:21][CH3:22])[C:18](=[O:19])[C:17]1[CH:16]=[CH:15][C:14]([C@@H:12]([N:36]2[CH2:37][C@H:38]([CH3:41])[NH:39][CH2:40][C@H:35]2[CH3:34])[C:11]2[CH:27]=[CH:28][CH:29]=[C:9]([OH:8])[CH:10]=2)=[CH:26][CH:25]=1)[CH3:24].